This data is from Reaction yield outcomes from USPTO patents with 853,638 reactions. The task is: Predict the reaction yield, written as a fraction of the theoretical maximum amount of product (1.0 means a 100% yield; for example, 0.34 means a 34% yield). (1) The reactants are [CH2:1]([O:3][C:4](=[O:38])[C:5]1[CH:10]=[CH:9][C:8]([N:11]2[CH:15]=[C:14]([C:16]3[CH:21]=[CH:20][C:19]([Cl:22])=[CH:18][C:17]=3[Cl:23])[N:13]=[C:12]2[CH2:24][C:25]2[CH:30]=[CH:29][C:28]([C:31]3[CH:36]=[CH:35][C:34]([OH:37])=[CH:33][CH:32]=3)=[CH:27][CH:26]=2)=[CH:7][CH:6]=1)[CH3:2].[CH3:39][S:40]([C:43]1[CH:44]=[C:45](B(O)O)[CH:46]=[CH:47][CH:48]=1)(=[O:42])=[O:41]. No catalyst specified. The product is [CH2:1]([O:3][C:4](=[O:38])[C:5]1[CH:6]=[CH:7][C:8]([N:11]2[CH:15]=[C:14]([C:16]3[CH:21]=[CH:20][C:19]([Cl:22])=[CH:18][C:17]=3[Cl:23])[N:13]=[C:12]2[CH2:24][C:25]2[CH:30]=[CH:29][C:28]([C:31]3[CH:32]=[CH:33][C:34]([O:37][C:46]4[CH:45]=[CH:44][C:43]([S:40]([CH3:39])(=[O:42])=[O:41])=[CH:48][CH:47]=4)=[CH:35][CH:36]=3)=[CH:27][CH:26]=2)=[CH:9][CH:10]=1)[CH3:2]. The yield is 0.690. (2) The reactants are Cl.[NH:2]1[CH2:5][CH:4]([C:6]2[CH:27]=[CH:26][C:9]3[C:10]4[N:14]([CH2:15][CH2:16][O:17][C:8]=3[CH:7]=2)[CH:13]=[C:12]([C:18]2[N:19]([CH:23]([CH3:25])[CH3:24])[N:20]=[CH:21][N:22]=2)[N:11]=4)[CH2:3]1.C(N(CC)CC)C.Cl[CH2:36][CH2:37][S:38](Cl)(=[O:40])=[O:39].Cl.[F:43][CH:44]1[CH2:47][NH:46][CH2:45]1. The catalyst is C(Cl)Cl. The product is [F:43][CH:44]1[CH2:47][N:46]([CH2:36][CH2:37][S:38]([N:2]2[CH2:3][CH:4]([C:6]3[CH:27]=[CH:26][C:9]4[C:10]5[N:14]([CH:13]=[C:12]([C:18]6[N:19]([CH:23]([CH3:24])[CH3:25])[N:20]=[CH:21][N:22]=6)[N:11]=5)[CH2:15][CH2:16][O:17][C:8]=4[CH:7]=3)[CH2:5]2)(=[O:40])=[O:39])[CH2:45]1. The yield is 0.400. (3) The reactants are [NH:1]([C:8]1[N:9]([C:21]2[CH:26]=[CH:25][CH:24]=[CH:23][CH:22]=2)[C:10]2[C:15]([C:16](=[O:18])[CH:17]=1)=[C:14](Cl)[N:13]=[C:12]([CH3:20])[CH:11]=2)[C:2]1[CH:7]=[CH:6][CH:5]=[CH:4][CH:3]=1.[C:27]([O-:30])([O-])=[O:28].[Cs+].[Cs+].[CH3:33][CH2:34]O. The catalyst is CN(C=O)C.CC([O-])=O.CC([O-])=O.[Pd+2].C1C=CC(P(C2C=CC=CC=2)CCCP(C2C=CC=CC=2)C2C=CC=CC=2)=CC=1. The product is [NH:1]([C:8]1[N:9]([C:21]2[CH:26]=[CH:25][CH:24]=[CH:23][CH:22]=2)[C:10]2[CH:11]=[C:12]([CH3:20])[N:13]=[C:14]([C:27]([O:30][CH2:33][CH3:34])=[O:28])[C:15]=2[C:16](=[O:18])[CH:17]=1)[C:2]1[CH:7]=[CH:6][CH:5]=[CH:4][CH:3]=1. The yield is 0.710. (4) The reactants are O[Li].O.C[O:5][C:6](=[O:24])[CH:7]([F:23])[C:8]([NH:10][C:11]1[CH:16]=[CH:15][C:14]([C:17]2[CH:22]=[CH:21][CH:20]=[CH:19][CH:18]=2)=[CH:13][CH:12]=1)=[O:9].C1COCC1.O. The catalyst is CO. The product is [C:14]1([C:17]2[CH:18]=[CH:19][CH:20]=[CH:21][CH:22]=2)[CH:13]=[CH:12][C:11]([NH:10][C:8](=[O:9])[CH:7]([F:23])[C:6]([OH:24])=[O:5])=[CH:16][CH:15]=1. The yield is 0.320. (5) The reactants are [CH3:1][P:2](=[O:7])([O:5][CH3:6])[O:3][CH3:4].[Li]CCCC.[CH:13]1([CH2:19][C:20](OC)=[O:21])[CH2:18][CH2:17][CH2:16][CH2:15][CH2:14]1. The catalyst is C1COCC1. The product is [CH:13]1([CH2:19][C:20](=[O:21])[CH2:1][P:2](=[O:7])([O:5][CH3:6])[O:3][CH3:4])[CH2:18][CH2:17][CH2:16][CH2:15][CH2:14]1. The yield is 0.660. (6) The reactants are [CH2:1]([NH2:19])[CH2:2][CH2:3][CH2:4][CH2:5][CH2:6][CH2:7][CH2:8][CH2:9][CH2:10][CH2:11][CH2:12][CH2:13][CH2:14][CH2:15][CH2:16][CH2:17][CH3:18].[CH2:20]([NH:23][S:24](Cl)(=[O:26])=[O:25])[CH2:21][CH3:22]. No catalyst specified. The product is [CH2:1]([NH:19][S:24]([NH:23][CH2:20][CH2:21][CH3:22])(=[O:26])=[O:25])[CH2:2][CH2:3][CH2:4][CH2:5][CH2:6][CH2:7][CH2:8][CH2:9][CH2:10][CH2:11][CH2:12][CH2:13][CH2:14][CH2:15][CH2:16][CH2:17][CH3:18]. The yield is 0.310. (7) The reactants are [CH3:1][O:2][N:3]([CH3:23])[C:4]([C@@H:6]1[CH2:11][CH2:10][C@H:9]([NH:12][C:13](=[O:22])[O:14][CH2:15][C:16]2[CH:21]=[CH:20][CH:19]=[CH:18][CH:17]=2)[CH2:8][CH2:7]1)=[O:5].[H-].[Na+].[Cl:26][C:27]1[CH:34]=[CH:33][C:30]([CH2:31]Br)=[CH:29][CH:28]=1. The catalyst is CN(C=O)C. The product is [Cl:26][C:27]1[CH:34]=[CH:33][C:30]([CH2:31][N:12]([C@H:9]2[CH2:10][CH2:11][C@@H:6]([C:4](=[O:5])[N:3]([O:2][CH3:1])[CH3:23])[CH2:7][CH2:8]2)[C:13](=[O:22])[O:14][CH2:15][C:16]2[CH:17]=[CH:18][CH:19]=[CH:20][CH:21]=2)=[CH:29][CH:28]=1. The yield is 0.860. (8) The reactants are [NH2:1][C:2]1[N:7]=[C:6]([C:8]2[CH:13]=[C:12]([Cl:14])[CH:11]=[CH:10][C:9]=2[OH:15])[CH:5]=[C:4]([NH:16][C:17]2[CH:22]=[CH:21][C:20]([Cl:23])=[CH:19][CH:18]=2)[N:3]=1.Br[CH2:25][CH:26]=[CH2:27]. No catalyst specified. The product is [CH2:27]([O:15][C:9]1[CH:10]=[CH:11][C:12]([Cl:14])=[CH:13][C:8]=1[C:6]1[N:7]=[C:2]([NH2:1])[N:3]=[C:4]([NH:16][C:17]2[CH:22]=[CH:21][C:20]([Cl:23])=[CH:19][CH:18]=2)[CH:5]=1)[CH:26]=[CH2:25]. The yield is 0.800. (9) The reactants are C1(C)C=CC(S(O)(=O)=O)=CC=1.[CH3:12][O:13][C:14](=[O:24])[C:15]1[CH:20]=[CH:19][C:18]([O:21][CH3:22])=[C:17]([NH2:23])[CH:16]=1.[N+:25]([C:28]1[CH:35]=[CH:34][C:31]([C:32]#[N:33])=[CH:30][CH:29]=1)([O-:27])=[O:26].C([O-])(O)=O.[Na+]. The catalyst is C1C=CC=CC=1. The product is [CH3:12][O:13][C:14](=[O:24])[C:15]1[CH:20]=[CH:19][C:18]([O:21][CH3:22])=[C:17]([NH:23][C:32](=[NH:33])[C:31]2[CH:30]=[CH:29][C:28]([N+:25]([O-:27])=[O:26])=[CH:35][CH:34]=2)[CH:16]=1. The yield is 0.520.